From a dataset of Catalyst prediction with 721,799 reactions and 888 catalyst types from USPTO. Predict which catalyst facilitates the given reaction. (1) Reactant: [H-].[Na+].[C:3]([O:9][CH2:10][CH3:11])(=[O:8])[CH2:4][C:5]([CH3:7])=[O:6].C([Li])CCC.[CH3:17][CH:18]([CH3:22])[CH2:19][CH:20]=[O:21].Cl. Product: [CH2:10]([O:9][C:3](=[O:8])[CH2:4][C:5](=[O:6])[CH2:7][CH:20]([OH:21])[CH2:19][CH:18]([CH3:22])[CH3:17])[CH3:11]. The catalyst class is: 469. (2) Reactant: [F:1][C:2]([F:36])([C:30]1[CH:35]=[CH:34][CH:33]=[CH:32][CH:31]=1)[CH2:3][O:4][C:5]1[CH:6]=[C:7]([C:17]([NH:19][C:20]2[N:25]=[CH:24][C:23]([C:26]([O:28]C)=[O:27])=[CH:22][CH:21]=2)=[O:18])[CH:8]=[C:9]([O:11][C@@H:12]([CH3:16])[CH2:13][O:14][CH3:15])[CH:10]=1.O.[OH-].[Na+].Cl. Product: [F:36][C:2]([F:1])([C:30]1[CH:35]=[CH:34][CH:33]=[CH:32][CH:31]=1)[CH2:3][O:4][C:5]1[CH:6]=[C:7]([C:17]([NH:19][C:20]2[N:25]=[CH:24][C:23]([C:26]([OH:28])=[O:27])=[CH:22][CH:21]=2)=[O:18])[CH:8]=[C:9]([O:11][C@@H:12]([CH3:16])[CH2:13][O:14][CH3:15])[CH:10]=1. The catalyst class is: 36. (3) Reactant: C(OC([N:8]([CH2:37][C:38]([O:40]C(C)(C)C)=[O:39])[C:9]1[CH:14]=[CH:13][CH:12]=[C:11]([CH:15]([CH2:26][C:27]2[CH:32]=[CH:31][C:30]([C:33]([CH3:36])([CH3:35])[CH3:34])=[CH:29][CH:28]=2)[NH:16][S:17]([C:20]2[CH:21]=[N:22][CH:23]=[CH:24][CH:25]=2)(=[O:19])=[O:18])[N:10]=1)=O)(C)(C)C.[ClH:45].O1CCOCC1. Product: [ClH:45].[C:33]([C:30]1[CH:29]=[CH:28][C:27]([CH2:26][CH:15]([NH:16][S:17]([C:20]2[CH:21]=[N:22][CH:23]=[CH:24][CH:25]=2)(=[O:18])=[O:19])[C:11]2[N:10]=[C:9]([NH:8][CH2:37][C:38]([OH:40])=[O:39])[CH:14]=[CH:13][CH:12]=2)=[CH:32][CH:31]=1)([CH3:36])([CH3:34])[CH3:35]. The catalyst class is: 2. (4) Reactant: [Cl:1][C:2]1[CH:3]=[C:4]2[C:8](=[CH:9][CH:10]=1)[NH:7][C:6]([C:11]([NH:13][NH:14][C:15](=[O:23])[C:16]1[CH:21]=[CH:20][CH:19]=[CH:18][C:17]=1[NH2:22])=[O:12])=[CH:5]2.[C:24](N1C=CN=C1)(N1C=CN=C1)=[S:25]. Product: [O:23]=[C:15]1[C:16]2[C:17](=[CH:18][CH:19]=[CH:20][CH:21]=2)[NH:22][C:24](=[S:25])[N:14]1[NH:13][C:11]([C:6]1[NH:7][C:8]2[C:4]([CH:5]=1)=[CH:3][C:2]([Cl:1])=[CH:10][CH:9]=2)=[O:12]. The catalyst class is: 1. (5) Reactant: [Br:1][C:2]1[C:3](OC)=[C:4]([C:15]#[N:16])[C:5](=O)[N:6]([CH:8]([C:10]2([CH3:13])[CH2:12][CH2:11]2)[CH3:9])[CH:7]=1.[OH2:19].[NH2:20][NH2:21]. Product: [NH2:16][C:15]1[C:4]2[C:5](=[O:19])[N:6]([CH:8]([C:10]3([CH3:13])[CH2:12][CH2:11]3)[CH3:9])[CH:7]=[C:2]([Br:1])[C:3]=2[NH:21][N:20]=1. The catalyst class is: 8. (6) The catalyst class is: 19. Reactant: [C:1]([C:3]1[CH:8]=[CH:7][N:6]=[C:5]([CH2:9][N:10]([CH3:12])[CH3:11])[CH:4]=1)#[N:2].Cl.[H][H]. Product: [NH2:2][CH2:1][C:3]1[CH:8]=[CH:7][N:6]=[C:5]([CH2:9][N:10]([CH3:12])[CH3:11])[CH:4]=1. (7) Reactant: [Cl:1][C:2]1[CH:3]=[C:4]([NH:8][C:9]2[N:14]=[C:13]([C:15]([F:18])([F:17])[F:16])[C:12]([CH:19]=O)=[CH:11][N:10]=2)[CH:5]=[CH:6][CH:7]=1.Cl.[CH:22]1([CH2:27][NH2:28])[CH2:26][CH2:25][CH2:24][CH2:23]1.[C:29]([OH:32])(=[O:31])C.C([BH3-])#N. Product: [Cl:1][C:2]1[CH:3]=[C:4]([NH:8][C:9]2[N:14]=[C:13]([C:15]([F:18])([F:17])[F:16])[C:12]([CH2:19][NH:28][CH2:27][CH:22]3[CH2:26][CH2:25][CH2:24][CH2:23]3)=[CH:11][N:10]=2)[CH:5]=[CH:6][CH:7]=1.[CH:29]([O-:32])=[O:31]. The catalyst class is: 5.